This data is from NCI-60 drug combinations with 297,098 pairs across 59 cell lines. The task is: Regression. Given two drug SMILES strings and cell line genomic features, predict the synergy score measuring deviation from expected non-interaction effect. (1) Drug 1: C1C(C(OC1N2C=NC3=C(N=C(N=C32)Cl)N)CO)O. Drug 2: CC1=C(C(=CC=C1)Cl)NC(=O)C2=CN=C(S2)NC3=CC(=NC(=N3)C)N4CCN(CC4)CCO. Cell line: SNB-75. Synergy scores: CSS=3.19, Synergy_ZIP=-0.713, Synergy_Bliss=2.42, Synergy_Loewe=-5.08, Synergy_HSA=-3.25. (2) Drug 1: CN(C)C1=NC(=NC(=N1)N(C)C)N(C)C. Drug 2: C1C(C(OC1N2C=NC(=NC2=O)N)CO)O. Cell line: OVCAR3. Synergy scores: CSS=7.04, Synergy_ZIP=-4.06, Synergy_Bliss=-3.49, Synergy_Loewe=-16.0, Synergy_HSA=-5.64. (3) Drug 1: C#CCC(CC1=CN=C2C(=N1)C(=NC(=N2)N)N)C3=CC=C(C=C3)C(=O)NC(CCC(=O)O)C(=O)O. Drug 2: CCC1(C2=C(COC1=O)C(=O)N3CC4=CC5=C(C=CC(=C5CN(C)C)O)N=C4C3=C2)O.Cl. Cell line: HCC-2998. Synergy scores: CSS=9.18, Synergy_ZIP=0.0922, Synergy_Bliss=-1.79, Synergy_Loewe=-0.615, Synergy_HSA=-3.81.